Dataset: Full USPTO retrosynthesis dataset with 1.9M reactions from patents (1976-2016). Task: Predict the reactants needed to synthesize the given product. (1) Given the product [CH:1]([N:4]1[C:12]2[CH:11]=[C:10]([C:13]3[CH:14]=[N:15][CH:16]=[CH:17][CH:18]=3)[CH:9]=[C:8]([C:19]([OH:21])=[O:20])[C:7]=2[C:6]([CH3:23])=[N:5]1)([CH3:3])[CH3:2], predict the reactants needed to synthesize it. The reactants are: [CH:1]([N:4]1[C:12]2[CH:11]=[C:10]([C:13]3[CH:14]=[N:15][CH:16]=[CH:17][CH:18]=3)[CH:9]=[C:8]([C:19]([O:21]C)=[O:20])[C:7]=2[C:6]([CH3:23])=[N:5]1)([CH3:3])[CH3:2].BrC1C=C(C(OC)=O)C2C(C=O)=NNC=2C=1.O[Li].O. (2) Given the product [Cl:1][S:2]([OH:5])(=[O:4])=[O:3].[Cl:6][CH2:7][CH2:8][Cl:9], predict the reactants needed to synthesize it. The reactants are: [Cl:1][S:2]([OH:5])(=[O:4])=[O:3].[Cl:6][CH2:7][CH2:8][Cl:9]. (3) Given the product [CH3:1][C:2]1[C:10]2[N:9]=[C:8]([CH2:11][CH2:12][CH3:13])[N:7]([CH2:14][C:15]3[CH:32]=[CH:31][C:18]4/[C:19](=[CH:28]/[C:29]#[N:30])/[C:20]5[CH:27]=[CH:26][CH:25]=[CH:24][C:21]=5[CH2:22][CH2:23][C:17]=4[CH:16]=3)[C:6]=2[CH:5]=[C:4]([C:33]2[O:34][C:37]([CH3:38])=[N:36][N:35]=2)[CH:3]=1, predict the reactants needed to synthesize it. The reactants are: [CH3:1][C:2]1[C:10]2[N:9]=[C:8]([CH2:11][CH2:12][CH3:13])[N:7]([CH2:14][C:15]3[CH:32]=[CH:31][C:18]4/[C:19](=[CH:28]/[C:29]#[N:30])/[C:20]5[CH:27]=[CH:26][CH:25]=[CH:24][C:21]=5[CH2:22][CH2:23][C:17]=4[CH:16]=3)[C:6]=2[CH:5]=[C:4]([C:33]([NH:35][NH2:36])=[O:34])[CH:3]=1.[C:37](OCC)(OCC)(OCC)[CH3:38]. (4) Given the product [CH2:8]([N:5]1[CH:6]=[C:2]([CH:39]=[O:40])[N:3]=[C:4]1[C:10]1[C:19]2[C:14](=[CH:15][CH:16]=[CH:17][CH:18]=2)[CH:13]=[CH:12][CH:11]=1)[CH3:9], predict the reactants needed to synthesize it. The reactants are: Br[C:2]1[N:3]=[C:4]([C:10]2[C:19]3[C:14](=[CH:15][CH:16]=[CH:17][CH:18]=3)[CH:13]=[CH:12][CH:11]=2)[N:5]([CH2:8][CH3:9])[C:6]=1Br.[Li]CCCC.CCCCCC.C[Si](Cl)(C)C.CN([CH:39]=[O:40])C. (5) Given the product [CH3:42][S:43]([O:15][CH2:14][C:13]([F:16])([F:17])[CH2:12][CH2:11][C@H:10]([N:18]([S:19]([C:22]1[CH:27]=[CH:26][C:25]([CH2:28][O:29][Si:30]([C:33]([CH3:36])([CH3:35])[CH3:34])([CH3:31])[CH3:32])=[CH:24][CH:23]=1)(=[O:20])=[O:21])[CH2:37][CH2:38][CH2:39][CH2:40][CH3:41])[CH2:9][O:8][Si:1]([C:4]([CH3:5])([CH3:6])[CH3:7])([CH3:3])[CH3:2])(=[O:45])=[O:44], predict the reactants needed to synthesize it. The reactants are: [Si:1]([O:8][CH2:9][C@@H:10]([N:18]([CH2:37][CH2:38][CH2:39][CH2:40][CH3:41])[S:19]([C:22]1[CH:27]=[CH:26][C:25]([CH2:28][O:29][Si:30]([C:33]([CH3:36])([CH3:35])[CH3:34])([CH3:32])[CH3:31])=[CH:24][CH:23]=1)(=[O:21])=[O:20])[CH2:11][CH2:12][C:13]([F:17])([F:16])[CH2:14][OH:15])([C:4]([CH3:7])([CH3:6])[CH3:5])([CH3:3])[CH3:2].[CH3:42][S:43](Cl)(=[O:45])=[O:44].[NH4+].[Cl-]. (6) Given the product [CH2:25]([O:24][C:22]1[CH:21]=[CH:20][C:19]([S:32][C:33]2[CH:34]=[CH:35][C:36]([OH:39])=[CH:37][CH:38]=2)=[C:18]([NH:2][C:1]2[C:3]3[C:4](=[N:5][C:6]([CH:9]([CH3:10])[CH3:11])=[CH:7][N:8]=3)[N:12]=[CH:13][N:14]=2)[CH:23]=1)[C:26]1[CH:27]=[CH:28][CH:29]=[CH:30][CH:31]=1, predict the reactants needed to synthesize it. The reactants are: [C:1]([C:3]1[C:4]([N:12]=[CH:13][N:14](C)C)=[N:5][C:6]([CH:9]([CH3:11])[CH3:10])=[CH:7][N:8]=1)#[N:2].N[C:18]1[CH:23]=[C:22]([O:24][CH2:25][C:26]2[CH:31]=[CH:30][CH:29]=[CH:28][CH:27]=2)[CH:21]=[CH:20][C:19]=1[S:32][C:33]1[CH:38]=[CH:37][C:36]([OH:39])=[CH:35][CH:34]=1. (7) Given the product [C:28]([NH:2][CH2:3][CH:4]([C:9]1[CH:10]=[CH:11][C:12]([C:13]([O:15][C:16]([CH3:17])([CH3:18])[CH3:19])=[O:14])=[CH:20][CH:21]=1)[C:5]([O:7][CH3:8])=[O:6])(=[O:30])[CH3:29], predict the reactants needed to synthesize it. The reactants are: Cl.[NH2:2][CH2:3][CH:4]([C:9]1[CH:21]=[CH:20][C:12]([C:13]([O:15][C:16]([CH3:19])([CH3:18])[CH3:17])=[O:14])=[CH:11][CH:10]=1)[C:5]([O:7][CH3:8])=[O:6].N1C=CC=CC=1.[C:28](Cl)(=[O:30])[CH3:29]. (8) Given the product [CH2:1]([C:8]1[CH:9]=[C:10]2[C:15](=[CH:16][C:17]=1[F:18])[N:14]=[C:13]([N:19]1[CH:23]=[C:22]([C:24]([OH:26])=[O:25])[CH:21]=[N:20]1)[N:12]=[C:11]2[NH:33][CH:30]1[CH2:32][CH2:31]1)[C:2]1[CH:3]=[CH:4][CH:5]=[CH:6][CH:7]=1, predict the reactants needed to synthesize it. The reactants are: [CH2:1]([C:8]1[CH:9]=[C:10]2[C:15](=[CH:16][C:17]=1[F:18])[N:14]=[C:13]([N:19]1[CH:23]=[C:22]([C:24]([O:26]CC)=[O:25])[CH:21]=[N:20]1)[NH:12][C:11]2=O)[C:2]1[CH:7]=[CH:6][CH:5]=[CH:4][CH:3]=1.[CH:30]1([NH2:33])[CH2:32][CH2:31]1. (9) Given the product [CH3:1][O:2][C:3]1[C:10]([CH3:11])=[CH:9][CH:8]=[CH:7][C:4]=1[CH:5]1[C:20]([C:21]([O:23][CH2:24][CH3:25])=[O:22])=[C:19]([CH2:26][CH2:27][CH3:28])[NH:12][C:13]2=[N:14][NH:15][CH:16]=[C:17]12, predict the reactants needed to synthesize it. The reactants are: [CH3:1][O:2][C:3]1[C:10]([CH3:11])=[CH:9][CH:8]=[CH:7][C:4]=1[CH:5]=O.[NH2:12][C:13]1[CH:17]=[CH:16][NH:15][N:14]=1.O=[C:19]([CH2:26][CH2:27][CH3:28])[CH2:20][C:21]([O:23][CH2:24][CH3:25])=[O:22]. (10) Given the product [C:1]([O:5][C:6]([NH:8][CH:9]([C:13]1[CH:14]=[CH:15][C:16]([C:33]2[CH:34]=[CH:35][CH:36]=[CH:37][CH:38]=2)=[CH:17][CH:18]=1)[C:10]([NH:32][CH2:25][C:26]1[CH:31]=[CH:30][CH:29]=[CH:28][CH:27]=1)=[O:11])=[O:7])([CH3:4])([CH3:2])[CH3:3], predict the reactants needed to synthesize it. The reactants are: [C:1]([O:5][C:6]([NH:8][CH:9]([C:13]1[CH:18]=[CH:17][C:16](C2C=CC=CC=2)=[CH:15][CH:14]=1)[C:10](O)=[O:11])=[O:7])([CH3:4])([CH3:3])[CH3:2].[CH2:25]([NH2:32])[C:26]1[CH:31]=[CH:30][CH:29]=[CH:28][CH:27]=1.[CH:33]1[CH:34]=[CH:35][C:36]2N(O)N=N[C:37]=2[CH:38]=1.C(Cl)CCl.CN1CCOCC1.